Dataset: Experimentally validated miRNA-target interactions with 360,000+ pairs, plus equal number of negative samples. Task: Binary Classification. Given a miRNA mature sequence and a target amino acid sequence, predict their likelihood of interaction. (1) The miRNA is hsa-miR-33a-5p with sequence GUGCAUUGUAGUUGCAUUGCA. The protein sequence of the target gene is MPGTVATLRFQLLPPEPDDAFWGAPCEQPLERRYQALPALVCIMCCLFGVVYCFFGYRCFKAVLFLTGLLFGSVVIFLLCYRERVLETQLSAGASAGIALGIGLLCGLVAMLVRSVGLFLVGLLLGLLLAAAALLGSAPYYQPGSVWGPLGLLLGGGLLCALLTLRWPRPLTTLATAVTGAALIATAADYFAELLLLGRYVVERLRAAPVPPLCWRSWALLALWPLLSLMGVLVQWRVTAEGDSHTEVVISRQRRRVQLMRIRQQEDRKEKRRKKRPPRAPLRGPRAPPRPGPPDPAYRR.... Result: 0 (no interaction). (2) The miRNA is cel-miR-254-3p with sequence UGCAAAUCUUUCGCGAC. The protein sequence of the target gene is MASVAVDPQPSVVTRVVNLPLVSSTYDLMSSAYLSTKDQYPYLKSVCEMAENGVKTITSVAMTSALPIIQKLEPQIAVANTYACKGLDRIEERLPILNQPSTQIVANAKGAVTGAKDAVTTTVTGAKDSVASTITGVMDKTKGAVTGSVEKTKSVVSGSINTVLGSRMMQLVSSGVENALTKSELLVEQYLPLTEEELEKEAKKVEGFDLVQKPSYYVRLGSLSTKLHSRAYQQALSRVKEAKQKSQQTISQLHSTVHLIEFARKNVYSANQKIQDAQDKLYLSWVEWKRSIGYDDTDES.... Result: 0 (no interaction). (3) The miRNA is mmu-miR-5119 with sequence CAUCUCAUCCUGGGGCUGG. The protein sequence of the target gene is MAMRQTPLTCSGHTRPVVDLAFSGITPYGYFLISACKDGKPMLRQGDTGDWIGTFLGHKGAVWGATLNKDATKAATAAADFTAKVWDAVSGDELMTLAHKHIVKTVDFTQDSNYLLTGGQDKLLRIYDLNKPEAEPKEISGHTSGIKKALWCSEDKQILSADDKTVRLWDHATMTEVKSLNFNMSVSSMEYIPEGEILVITYGRSIAFHSAVSLDPIKSFEAPATINSASLHPEKEFLVAGGEDFKLYKYDYNSGEELESYKGHFGPIHCVRFSPDGELYASGSEDGTLRLWQTVVGKTY.... Result: 0 (no interaction). (4) The miRNA is hsa-miR-3919 with sequence GCAGAGAACAAAGGACUCAGU. The protein sequence of the target gene is MAMLRVQPEAQAKVDVFREDLCTKTENLLGSYFPKKISELDAFLKEPALNEANLSNLKAPLDIPVPDPVKEKEKEERKKQQEKEDKDEKKKGEDEDKGPPCGPVNCNEKIVVLLQRLKPEIKDVIEQLNLVTTWLQLQIPRIEDGNNFGVAVQEKVFELMTSLHTKLEGFHTQISKYFSERGDAVTKAAKQPHVGDYRQLVHELDEAEYRDIRLMVMEIRNAYAVLYDIILKNFEKLKKPRGETKGMIY. Result: 0 (no interaction). (5) The miRNA is hsa-miR-182-5p with sequence UUUGGCAAUGGUAGAACUCACACU. The protein sequence of the target gene is MSSSPVNVKKLKVSELKEELKKRRLSDKGLKADLMDRLQAALDNEAGGRPAMEPGNGSLDLGGDAAGRSGAGLEQEAAAGAEDDEEEEGIAALDGDQMELGEENGAAGAADAGAMEEEEAASEDENGDDQGFQEGEDELGDEEEGAGDENGHGEQQSQPPAAAAQQQPSQQRGAGKEAAGKSSGPTSLFAVTVAPPGARQGQQQAGGDGKTEQKGGDKKRGVKRPREDHGRGYFEYIEENKYSRAKSPQPPVEEEDEHFDDTVVCLDTYNCDLHFKISRDRLSASSLTMESFAFLWAGGR.... Result: 0 (no interaction). (6) The miRNA is hsa-miR-21-5p with sequence UAGCUUAUCAGACUGAUGUUGA. The protein sequence of the target gene is MAAGDGDVKLGTLGSGSESSNDGGSESPGDAGAAAEGGGWAAAALALLTGGGEMLLNVALVALVLLGAYRLWVRWGRRGLGAGAGAGEESPATSLPRMKKRDFSLEQLRQYDGSRNPRILLAVNGKVFDVTKGSKFYGPAGPYGIFAGRDASRGLATFCLDKDALRDEYDDLSDLNAVQMESVREWEMQFKEKYDYVGRLLKPGEEPSEYTDEEDTKDHNKQD. Result: 1 (interaction). (7) The miRNA is hsa-miR-4729 with sequence UCAUUUAUCUGUUGGGAAGCUA. The protein sequence of the target gene is MALLLVSLLAFLGSGSGCHHWLCHCSNRVFLCQDSKVTEIPPDLPRNAIELRFVLTKLRVIPKGSFSGFGDLEKIEISQNDVLEVIEADVFSNLPNLHEIRIEKANNLLYINPEAFQNLPSLRYLLISNTGIKHLPAFHKIQSLQKVLLDIQDNINIHIIARNSFMGLSFESVILWLNKNGIQEIHNCAFNGTQLDELNLSDNNNLEELPDDVFQGASGPVVLDISRTKVYSLPNHGLENLKKLRARSTYRLKKLPSLDKFVMLIEASLTYPSHCCAFANWRRQTSELHPICNKSISRQD.... Result: 0 (no interaction). (8) The miRNA is hsa-miR-767-3p with sequence UCUGCUCAUACCCCAUGGUUUCU. The protein sequence of the target gene is MDPEEQELLNDYRYRSYSSVIEKALRNFESSSEWADLISSLGKLNKALQSNLRYSLLPRRLLISKRLAQCLHPALPSGVHLKALETYEIIFKIVGTKWLAKDLFLYSCGLFPLLAHAAVSVRPVLLTLYEKYFLPLQKLLLPSLQAFIVGLLPGLEEGSEISDRTDALLLRLSLVVGKEVFYTALWGSVLASPSIRLPASVFVVGHINRDAPGREQKYMLGTNHQLTVKSLRASLLDSNVLVQRNNLEIVLFFFPFYTCLDSNERAIPLLRSDIVRILSAATQTLLRRDMSLNRRLYAWL.... Result: 0 (no interaction). (9) The miRNA is hsa-miR-92a-3p with sequence UAUUGCACUUGUCCCGGCCUGU. The protein sequence of the target gene is MEIRLEILTSTGIKQKKPWPRVSWLGKEKEAVFLLDDKFINEINLLSGKIKKKIPSLQPFLKDVIVLTTSSNDAWLAGVLTTGELFLWNKDQDCLKTIPITEKPKEMIKATVASSLRLYLYVSGNGKRIVLITPSGCIFLWEYLELKNILSSKSLSLAGRWSQVIPEEAVLLPSTEDKEAVVNAVFIKNELFGDCCLCSFTFYSGECLKLTFLAIRWHENVFTSVRSLPYHVHWAQQDCHLCSLIPKCESVKSRGALISAFSRDGLTLAVTLNQKDPKATQVLFINTLNFVTLCGSLKGC.... Result: 1 (interaction).